From a dataset of Catalyst prediction with 721,799 reactions and 888 catalyst types from USPTO. Predict which catalyst facilitates the given reaction. (1) Reactant: C([NH:8][C:9]1[C:17]2[O:16][C:15]([CH3:19])([CH3:18])[CH:14]([C:20]3[CH:25]=[CH:24][C:23]([CH:26]([CH3:28])[CH3:27])=[CH:22][CH:21]=3)[C:13]=2[C:12]([CH3:29])=[C:11]([O:30][CH3:31])[C:10]=1[CH3:32])C1C=CC=CC=1. Product: [CH:26]([C:23]1[CH:24]=[CH:25][C:20]([CH:14]2[C:13]3[C:12]([CH3:29])=[C:11]([O:30][CH3:31])[C:10]([CH3:32])=[C:9]([NH2:8])[C:17]=3[O:16][C:15]2([CH3:19])[CH3:18])=[CH:21][CH:22]=1)([CH3:28])[CH3:27]. The catalyst class is: 175. (2) Reactant: [Br:1][C:2]1[CH:7]=[CH:6][CH:5]=[CH:4][C:3]=1[SH:8].C(=O)([O-])[O-].[Cs+].[Cs+].[C:15]([O:19][C:20]([N:22]1[CH2:27][CH2:26][CH:25](OS(C)(=O)=O)[CH2:24][CH2:23]1)=[O:21])([CH3:18])([CH3:17])[CH3:16]. Product: [C:15]([O:19][C:20]([N:22]1[CH2:27][CH2:26][CH:25]([S:8][C:3]2[CH:4]=[CH:5][CH:6]=[CH:7][C:2]=2[Br:1])[CH2:24][CH2:23]1)=[O:21])([CH3:18])([CH3:16])[CH3:17]. The catalyst class is: 18. (3) Reactant: Cl[C:2]1[C:11]([C@@H:12]([NH:14][C:15](=[O:21])[O:16][C:17]([CH3:20])([CH3:19])[CH3:18])[CH3:13])=[CH:10][C:9]2[C:4](=[CH:5][C:6]([F:22])=[CH:7][CH:8]=2)[N:3]=1.[CH3:23][S:24][C:25]1[CH:30]=[CH:29][CH:28]=[CH:27][C:26]=1B(O)O.C([O-])([O-])=O.[Na+].[Na+].CC#N. Product: [F:22][C:6]1[CH:5]=[C:4]2[C:9]([CH:10]=[C:11]([C@@H:12]([NH:14][C:15](=[O:21])[O:16][C:17]([CH3:20])([CH3:19])[CH3:18])[CH3:13])[C:2]([C:26]3[CH:27]=[CH:28][CH:29]=[CH:30][C:25]=3[S:24][CH3:23])=[N:3]2)=[CH:8][CH:7]=1. The catalyst class is: 103.